Dataset: Reaction yield outcomes from USPTO patents with 853,638 reactions. Task: Predict the reaction yield, written as a fraction of the theoretical maximum amount of product (1.0 means a 100% yield; for example, 0.34 means a 34% yield). (1) The reactants are [CH3:1][O:2][CH2:3][C:4]1[CH:9]=[CH:8][C:7]([C:10]2[N:11]=[C:12](S(C)(=O)=O)[N:13]=[N:14][CH:15]=2)=[CH:6][CH:5]=1.[NH3:20]. The catalyst is C1COCC1. The product is [CH3:1][O:2][CH2:3][C:4]1[CH:9]=[CH:8][C:7]([C:10]2[N:11]=[C:12]([NH2:20])[N:13]=[N:14][CH:15]=2)=[CH:6][CH:5]=1. The yield is 0.850. (2) The reactants are C[O:2][C:3](=[O:22])[CH2:4][CH2:5][C@H:6]1[CH2:11][CH2:10][C@H:9]([CH2:12][N:13]([C:15]([O:17][C:18]([CH3:21])([CH3:20])[CH3:19])=[O:16])[CH3:14])[CH2:8][CH2:7]1.[OH-].[K+]. The catalyst is C(O)C. The product is [C:18]([O:17][C:15]([N:13]([CH2:12][C@H:9]1[CH2:10][CH2:11][C@H:6]([CH2:5][CH2:4][C:3]([OH:22])=[O:2])[CH2:7][CH2:8]1)[CH3:14])=[O:16])([CH3:21])([CH3:19])[CH3:20]. The yield is 0.950.